This data is from Full USPTO retrosynthesis dataset with 1.9M reactions from patents (1976-2016). The task is: Predict the reactants needed to synthesize the given product. (1) The reactants are: Br[CH:2]1[CH2:11][CH2:10][C:9]2[CH:8]=[N:7][C:6]([Cl:12])=[CH:5][C:4]=2[C:3]1=O.[O:14]=[C:15]1[CH2:20][C:19](=O)[CH2:18][CH2:17][N:16]1[C:22]([O:24][C:25]([CH3:28])([CH3:27])[CH3:26])=[O:23].C([O-])(=O)C.[NH4+:33]. Given the product [Cl:12][C:6]1[N:7]=[CH:8][C:9]2[CH2:10][CH2:11][C:2]3[C:20]4[C:15](=[O:14])[N:16]([C:22]([O:24][C:25]([CH3:28])([CH3:27])[CH3:26])=[O:23])[CH2:17][CH2:18][C:19]=4[NH:33][C:3]=3[C:4]=2[CH:5]=1, predict the reactants needed to synthesize it. (2) Given the product [Cl:22][C:5]1[C:6]([NH:8][C:9]2[CH:14]=[CH:13][C:12]([O:15][CH3:16])=[CH:11][C:10]=2[N:17]2[CH:21]=[CH:20][CH:19]=[N:18]2)=[N:7][C:2]([NH:41][C:39]2[C:38]([O:42][CH3:43])=[CH:37][C:34]3[CH2:35][CH2:36][N:30]([CH2:29][CH:24]4[CH2:25][O:26][CH2:27][CH2:28][O:23]4)[CH2:31][CH2:32][C:33]=3[CH:40]=2)=[N:3][CH:4]=1.[O:23]1[CH2:28][CH2:27][O:26][CH2:25][CH:24]1[CH2:29][N:30]1[CH2:36][CH2:35][C:34]2[CH:37]=[C:38]([O:42][CH3:43])[C:39]([NH2:41])=[CH:40][C:33]=2[CH2:32][CH2:31]1, predict the reactants needed to synthesize it. The reactants are: Cl[C:2]1[N:7]=[C:6]([NH:8][C:9]2[CH:14]=[CH:13][C:12]([O:15][CH3:16])=[CH:11][C:10]=2[N:17]2[CH:21]=[CH:20][CH:19]=[N:18]2)[C:5]([Cl:22])=[CH:4][N:3]=1.[O:23]1[CH2:28][CH2:27][O:26][CH2:25][CH:24]1[CH2:29][N:30]1[CH2:36][CH2:35][C:34]2[CH:37]=[C:38]([O:42][CH3:43])[C:39]([NH2:41])=[CH:40][C:33]=2[CH2:32][CH2:31]1. (3) Given the product [CH2:1]([O:3][C:4](=[O:19])[C:5]([CH3:6])([O:8][C:9]1[CH:14]=[CH:13][C:12]([CH:15]([NH:17][C:34]([C:31]2[CH:30]=[CH:29][C:28]([C:24]3[CH:25]=[CH:26][CH:27]=[C:22]([C:21]([F:20])([F:37])[F:38])[CH:23]=3)=[CH:33][CH:32]=2)=[O:35])[CH3:16])=[CH:11][C:10]=1[CH3:18])[CH3:7])[CH3:2], predict the reactants needed to synthesize it. The reactants are: [CH2:1]([O:3][C:4](=[O:19])[C:5]([O:8][C:9]1[CH:14]=[CH:13][C:12]([CH:15]([NH2:17])[CH3:16])=[CH:11][C:10]=1[CH3:18])([CH3:7])[CH3:6])[CH3:2].[F:20][C:21]([F:38])([F:37])[C:22]1[CH:23]=[C:24]([C:28]2[CH:33]=[CH:32][C:31]([C:34](O)=[O:35])=[CH:30][CH:29]=2)[CH:25]=[CH:26][CH:27]=1.